From a dataset of Full USPTO retrosynthesis dataset with 1.9M reactions from patents (1976-2016). Predict the reactants needed to synthesize the given product. (1) Given the product [Br:1][C:2]1[CH:10]=[CH:9][C:8]2[N:7]([C:11]3[CH:16]=[CH:15][C:14]([OH:17])=[C:13]([F:25])[CH:12]=3)[N:6]=[CH:5][C:4]=2[C:3]=1[OH:26], predict the reactants needed to synthesize it. The reactants are: [Br:1][C:2]1[C:3]([O:26]C)=[C:4]2[C:8](=[CH:9][CH:10]=1)[N:7]([C:11]1[CH:16]=[CH:15][C:14]([O:17]CC3C=CC=CC=3)=[C:13]([F:25])[CH:12]=1)[N:6]=[CH:5]2.B(Br)(Br)Br.O.C(OCC)(=O)C. (2) Given the product [F:31][C:4]1[CH:3]=[C:2]([NH:1][C:57]([NH:56][C:54](=[O:55])[CH2:53][C:47]2[CH:48]=[CH:49][CH:50]=[CH:51][CH:52]=2)=[S:58])[CH:30]=[CH:29][C:5]=1[O:6][C:7]1[CH:12]=[CH:11][N:10]=[C:9]([NH:13][C:14]([N:16]2[CH2:21][CH2:20][CH:19]([N:22]3[CH2:23][CH:24]([N:26]([CH3:27])[CH3:28])[CH2:25]3)[CH2:18][CH2:17]2)=[O:15])[CH:8]=1, predict the reactants needed to synthesize it. The reactants are: [NH2:1][C:2]1[CH:30]=[CH:29][C:5]([O:6][C:7]2[CH:12]=[CH:11][N:10]=[C:9]([NH:13][C:14]([N:16]3[CH2:21][CH2:20][CH:19]([N:22]4[CH2:25][CH:24]([N:26]([CH3:28])[CH3:27])[CH2:23]4)[CH2:18][CH2:17]3)=[O:15])[CH:8]=2)=[C:4]([F:31])[CH:3]=1.[C@]12(CS(O)(=O)=O)C(C)(C)C(CC1)CC2=O.[C:47]1([CH2:53][C:54]([N:56]=[C:57]=[S:58])=[O:55])[CH:52]=[CH:51][CH:50]=[CH:49][CH:48]=1.C(=O)([O-])O.[Na+]. (3) Given the product [Br:9][C:7]1[C:2]([OH:1])=[CH:3][CH:4]=[C:5]([CH3:8])[N:6]=1, predict the reactants needed to synthesize it. The reactants are: [OH:1][C:2]1[CH:3]=[CH:4][C:5]([CH3:8])=[N:6][CH:7]=1.[Br:9]Br.O. (4) Given the product [C:27]([C:26]1[CH:30]=[C:22]([C:21]2[C:16]([C@@H:6]([NH:5][C:3](=[O:4])[CH2:2][N:36]3[C:37]4[CH2:38][N:39]([C:43]([O:45][C:46]([CH3:49])([CH3:48])[CH3:47])=[O:44])[CH2:40][CH2:41][C:42]=4[C:34]([C:33]([F:32])([F:51])[F:50])=[N:35]3)[CH2:7][C:8]3[CH:13]=[C:12]([F:14])[CH:11]=[C:10]([F:15])[CH:9]=3)=[N:17][CH:18]=[CH:19][CH:20]=2)[CH:23]=[CH:24][C:25]=1[F:31])(=[O:28])[NH2:29], predict the reactants needed to synthesize it. The reactants are: Cl[CH2:2][C:3]([NH:5][C@H:6]([C:16]1[C:21]([C:22]2[CH:23]=[CH:24][C:25]([F:31])=[C:26]([CH:30]=2)[C:27]([NH2:29])=[O:28])=[CH:20][CH:19]=[CH:18][N:17]=1)[CH2:7][C:8]1[CH:13]=[C:12]([F:14])[CH:11]=[C:10]([F:15])[CH:9]=1)=[O:4].[F:32][C:33]([F:51])([F:50])[C:34]1[C:42]2[CH2:41][CH2:40][N:39]([C:43]([O:45][C:46]([CH3:49])([CH3:48])[CH3:47])=[O:44])[CH2:38][C:37]=2[NH:36][N:35]=1.